Dataset: Catalyst prediction with 721,799 reactions and 888 catalyst types from USPTO. Task: Predict which catalyst facilitates the given reaction. (1) Reactant: [CH3:1][C:2]1[C:3]([C:11]#[N:12])=[N:4][CH:5]=[C:6]([N+:8]([O-])=O)[CH:7]=1.[H][H]. Product: [NH2:8][C:6]1[CH:7]=[C:2]([CH3:1])[C:3]([C:11]#[N:12])=[N:4][CH:5]=1. The catalyst class is: 19. (2) Reactant: [F:1][C:2]([F:14])([F:13])[O:3][C:4]1[CH:5]=[C:6](B(O)O)[CH:7]=[CH:8][CH:9]=1.[O-]P([O-])([O-])=O.[K+].[K+].[K+].O.[F:24][C:25]([F:38])([F:37])[C:26]1[CH:31]=[CH:30][C:29]([CH2:32][CH2:33][C:34](Cl)=[O:35])=[CH:28][CH:27]=1.C(OCC)(=O)C. Product: [F:1][C:2]([F:14])([F:13])[O:3][C:4]1[CH:5]=[C:6]([C:34](=[O:35])[CH2:33][CH2:32][C:29]2[CH:28]=[CH:27][C:26]([C:25]([F:37])([F:38])[F:24])=[CH:31][CH:30]=2)[CH:7]=[CH:8][CH:9]=1. The catalyst class is: 11. (3) Reactant: [CH3:1][O:2][C:3]([C:5]1[C:9]2[N:10]=[CH:11][N:12]([CH2:15][C:16]([C:18]3[CH:23]=[CH:22][CH:21]=[C:20]([O:24][CH3:25])[CH:19]=3)=[O:17])[C:13](=[O:14])[C:8]=2[N:7]([CH2:26][C:27]2[CH:32]=[CH:31][CH:30]=[CH:29][CH:28]=2)[C:6]=1Cl)=[O:4].[CH3:34][C:35]([O:38][C:39]([NH:41][C@@H:42]1[CH2:47][NH:46][CH2:45][CH2:44][CH2:43]1)=[O:40])([CH3:37])[CH3:36]. Product: [CH3:1][O:2][C:3]([C:5]1[C:9]2[N:10]=[CH:11][N:12]([CH2:15][C:16]([C:18]3[CH:23]=[CH:22][CH:21]=[C:20]([O:24][CH3:25])[CH:19]=3)=[O:17])[C:13](=[O:14])[C:8]=2[N:7]([CH2:26][C:27]2[CH:32]=[CH:31][CH:30]=[CH:29][CH:28]=2)[C:6]=1[N:46]1[CH2:45][CH2:44][CH2:43][C@H:42]([NH:41][C:39]([O:38][C:35]([CH3:37])([CH3:36])[CH3:34])=[O:40])[CH2:47]1)=[O:4]. The catalyst class is: 44.